This data is from Reaction yield outcomes from USPTO patents with 853,638 reactions. The task is: Predict the reaction yield, written as a fraction of the theoretical maximum amount of product (1.0 means a 100% yield; for example, 0.34 means a 34% yield). (1) The reactants are [OH:1][C:2]1[CH:3]=[C:4]([CH:7]=[CH:8][C:9]=1[O:10][CH3:11])[CH:5]=[O:6].[C:12]([Si:16](Cl)([CH3:18])[CH3:17])([CH3:15])([CH3:14])[CH3:13]. No catalyst specified. The product is [Si:16]([O:1][C:2]1[CH:3]=[C:4]([CH:7]=[CH:8][C:9]=1[O:10][CH3:11])[CH:5]=[O:6])([C:12]([CH3:15])([CH3:14])[CH3:13])([CH3:18])[CH3:17]. The yield is 1.00. (2) The reactants are [CH3:1][C:2]1([CH3:17])[C:6](=[O:7])[C:5]2[C:8]([CH3:16])=[C:9]([N+:13]([O-])=O)[CH:10]=[C:11]([CH3:12])[C:4]=2[O:3]1. The catalyst is C(OCC)(=O)C.CCCCCC. The product is [NH2:13][C:9]1[CH:10]=[C:11]([CH3:12])[C:4]2[O:3][C:2]([CH3:1])([CH3:17])[C:6](=[O:7])[C:5]=2[C:8]=1[CH3:16]. The yield is 0.970.